Task: Regression. Given a peptide amino acid sequence and an MHC pseudo amino acid sequence, predict their binding affinity value. This is MHC class I binding data.. Dataset: Peptide-MHC class I binding affinity with 185,985 pairs from IEDB/IMGT (1) The peptide sequence is HAETESATL. The MHC is HLA-A02:16 with pseudo-sequence HLA-A02:16. The binding affinity (normalized) is 0.0847. (2) The peptide sequence is CLWWTCYMLV. The binding affinity (normalized) is 0.372. The MHC is HLA-A02:03 with pseudo-sequence HLA-A02:03. (3) The peptide sequence is MLREGNQAF. The MHC is HLA-B57:01 with pseudo-sequence HLA-B57:01. The binding affinity (normalized) is 0.0847. (4) The peptide sequence is MASSALLWMA. The MHC is HLA-B57:01 with pseudo-sequence HLA-B57:01. The binding affinity (normalized) is 0.289. (5) The peptide sequence is EIEEHMRQT. The MHC is HLA-A02:01 with pseudo-sequence HLA-A02:01. The binding affinity (normalized) is 0.0230.